Task: Predict the reactants needed to synthesize the given product.. Dataset: Full USPTO retrosynthesis dataset with 1.9M reactions from patents (1976-2016) (1) Given the product [C:32]1([O:38][C:39](=[O:40])[NH:1][C:2]2[CH:7]=[C:6]([O:8][C:9]3[CH:10]=[CH:11][C:12]([NH:15][C:16]([C:18]4[C:19](=[O:31])[N:20]([C:25]5[CH:26]=[CH:27][CH:28]=[CH:29][CH:30]=5)[N:21]([CH3:24])[C:22]=4[CH3:23])=[O:17])=[CH:13][CH:14]=3)[CH:5]=[CH:4][N:3]=2)[CH:37]=[CH:36][CH:35]=[CH:34][CH:33]=1, predict the reactants needed to synthesize it. The reactants are: [NH2:1][C:2]1[CH:7]=[C:6]([O:8][C:9]2[CH:14]=[CH:13][C:12]([NH:15][C:16]([C:18]3[C:19](=[O:31])[N:20]([C:25]4[CH:30]=[CH:29][CH:28]=[CH:27][CH:26]=4)[N:21]([CH3:24])[C:22]=3[CH3:23])=[O:17])=[CH:11][CH:10]=2)[CH:5]=[CH:4][N:3]=1.[C:32]1([O:38][C:39](Cl)=[O:40])[CH:37]=[CH:36][CH:35]=[CH:34][CH:33]=1. (2) Given the product [Cl:1][C:2]1[CH:3]=[CH:4][C:5]([C:8]2([C:14]3[CH:27]=[CH:26][C:17]([NH2:18])=[C:16]([CH3:28])[CH:15]=3)[O:12][N:11]=[C:10]([CH3:13])[CH2:9]2)=[CH:6][CH:7]=1, predict the reactants needed to synthesize it. The reactants are: [Cl:1][C:2]1[CH:7]=[CH:6][C:5]([C:8]2([C:14]3[CH:27]=[CH:26][C:17]([NH:18]C(=O)OC(C)(C)C)=[C:16]([CH3:28])[CH:15]=3)[O:12][N:11]=[C:10]([CH3:13])[CH2:9]2)=[CH:4][CH:3]=1.FC(F)(F)C(O)=O. (3) Given the product [C:1]([N:5]1[C:9]2=[N:10][CH:11]=[CH:12][CH:13]=[C:8]2[C@:7]2([CH2:22][C:16]3=[N:17][CH:18]=[C:19]([C:24]([OH:26])=[O:25])[CH:20]=[C:15]3[CH2:14]2)[C:6]1=[O:23])([CH3:4])([CH3:3])[CH3:2], predict the reactants needed to synthesize it. The reactants are: [C:1]([N:5]1[C:9]2=[N:10][CH:11]=[CH:12][CH:13]=[C:8]2[C@:7]2([CH2:22][C:16]3=[N:17][CH:18]=[C:19](Cl)[CH:20]=[C:15]3[CH2:14]2)[C:6]1=[O:23])([CH3:4])([CH3:3])[CH3:2].[C:24]([O-])([O-:26])=[O:25].[K+].[K+].Cl.